This data is from Full USPTO retrosynthesis dataset with 1.9M reactions from patents (1976-2016). The task is: Predict the reactants needed to synthesize the given product. Given the product [NH3:6].[CH2:29]([N:26]([CH2:27][CH3:28])[C:24]([CH:23]([C:31]1[CH:36]=[CH:35][CH:34]=[CH:33][CH:32]=1)[N:16]1[CH2:15][CH2:14][N:13]([C:10]2[CH:11]=[CH:12][C:7]([NH:6][C:4](=[O:5])[CH:3]([CH2:1][CH3:2])[CH2:20][CH3:21])=[CH:8][C:9]=2[F:19])[CH2:18][CH2:17]1)=[O:25])[CH3:30], predict the reactants needed to synthesize it. The reactants are: [CH2:1]([CH:3]([CH2:20][CH3:21])[C:4]([NH:6][C:7]1[CH:12]=[CH:11][C:10]([N:13]2[CH2:18][CH2:17][NH:16][CH2:15][CH2:14]2)=[C:9]([F:19])[CH:8]=1)=[O:5])[CH3:2].Br[CH:23]([C:31]1[CH:36]=[CH:35][CH:34]=[CH:33][CH:32]=1)[C:24]([N:26]([CH2:29][CH3:30])[CH2:27][CH3:28])=[O:25].C([O-])([O-])=O.[Na+].[Na+].